This data is from Catalyst prediction with 721,799 reactions and 888 catalyst types from USPTO. The task is: Predict which catalyst facilitates the given reaction. (1) Reactant: [CH2:1]([O:3][C:4]([CH:6]1[CH2:11][CH2:10][N:9]([C:12]([O:14][C:15]([CH3:18])([CH3:17])[CH3:16])=[O:13])[CH2:8][CH:7]1[NH2:19])=[O:5])[CH3:2].Cl.[CH3:21][C:22]1[CH:31]=[C:30]([CH2:32][O:33][C:34]2[CH:39]=[CH:38][C:37]([S:40](Cl)(=[O:42])=[O:41])=[CH:36][CH:35]=2)[C:29]2[C:24](=[CH:25][CH:26]=[CH:27][CH:28]=2)[N:23]=1.C([O-])(O)=O.[Na+]. Product: [CH2:1]([O:3][C:4]([CH:6]1[CH2:11][CH2:10][N:9]([C:12]([O:14][C:15]([CH3:18])([CH3:17])[CH3:16])=[O:13])[CH2:8][CH:7]1[NH:19][S:40]([C:37]1[CH:38]=[CH:39][C:34]([O:33][CH2:32][C:30]2[C:29]3[C:24](=[CH:25][CH:26]=[CH:27][CH:28]=3)[N:23]=[C:22]([CH3:21])[CH:31]=2)=[CH:35][CH:36]=1)(=[O:41])=[O:42])=[O:5])[CH3:2]. The catalyst class is: 34. (2) Reactant: [CH3:1][O:2][C:3]1[CH:11]=[CH:10][C:6]([C:7]([OH:9])=O)=[C:5]([NH:12][CH2:13][CH2:14][C:15]([F:18])([F:17])[F:16])[CH:4]=1.CCN=C=NCCCN(C)C.C1C=CC2N(O)N=NC=2C=1.CCN(C(C)C)C(C)C.[CH3:49][C:50]([NH2:54])([C:52]#[CH:53])[CH3:51]. Product: [CH3:1][O:2][C:3]1[CH:11]=[CH:10][C:6]([C:7]([NH:54][C:50]([CH3:51])([C:52]#[CH:53])[CH3:49])=[O:9])=[C:5]([NH:12][CH2:13][CH2:14][C:15]([F:18])([F:17])[F:16])[CH:4]=1. The catalyst class is: 2. (3) Reactant: C(OC([N:8]1[CH2:13][CH2:12][CH:11]([O:14][C:15]2[CH:16]=[CH:17][C:18]3[CH:22]=[C:21]([C:23]([O:25][CH2:26][CH3:27])=[O:24])[S:20][C:19]=3[CH:28]=2)[CH2:10][CH2:9]1)=O)(C)(C)C.Cl. Product: [CH2:26]([O:25][C:23]([C:21]1[S:20][C:19]2[CH:28]=[C:15]([O:14][CH:11]3[CH2:12][CH2:13][NH:8][CH2:9][CH2:10]3)[CH:16]=[CH:17][C:18]=2[CH:22]=1)=[O:24])[CH3:27]. The catalyst class is: 12. (4) Reactant: CS(C)=O.[O:5]=[CH:6][C@@H:7]([C@H:9]([C@@H:11]([CH2:13][OH:14])[OH:12])[OH:10])[OH:8].C(=O)C1OC=CC=1. Product: [O:5]=[CH:6][C@H:7]([C@@H:9]([C@@H:11]([CH2:13][OH:14])[OH:12])[OH:10])[OH:8]. The catalyst class is: 6. (5) Reactant: [Cl-].[Li+].C(OP([CH2:11][C:12]([O:14][CH2:15][CH3:16])=[O:13])(OCC)=O)C.[CH2:17]1[CH2:27][CH2:26]N2C(=NCCC2)[CH2:19][CH2:18]1.C1(C=O)CCC1. Product: [CH:18]1(/[CH:19]=[CH:11]/[C:12]([O:14][CH2:15][CH3:16])=[O:13])[CH2:17][CH2:27][CH2:26]1. The catalyst class is: 23. (6) Reactant: [C:1]([C:3]1[CH:8]=[CH:7][CH:6]=[CH:5][C:4]=1[NH:9][C:10]1[N:27]=[C:13]2[CH:14]=[N:15][C:16]([C:18]3[CH:19]=[C:20]([CH:24]=[CH:25][CH:26]=3)[C:21]([OH:23])=O)=[CH:17][N:12]2[N:11]=1)#[N:2].CCN(C(C)C)C(C)C.[CH:37]1([NH2:43])[CH2:42][CH2:41][CH2:40][CH2:39][CH2:38]1.CN(C(ON1N=NC2C=CC=NC1=2)=[N+](C)C)C.F[P-](F)(F)(F)(F)F. Product: [C:1]([C:3]1[CH:8]=[CH:7][CH:6]=[CH:5][C:4]=1[NH:9][C:10]1[N:27]=[C:13]2[CH:14]=[N:15][C:16]([C:18]3[CH:19]=[C:20]([CH:24]=[CH:25][CH:26]=3)[C:21]([NH:43][CH:37]3[CH2:42][CH2:41][CH2:40][CH2:39][CH2:38]3)=[O:23])=[CH:17][N:12]2[N:11]=1)#[N:2]. The catalyst class is: 20. (7) Reactant: [Li+].[B-](CC)(CC)CC.[CH:9]1[C:21]2[CH:20]([O:22][C:23](=[O:114])[N:24]([CH3:113])[C@@H:25]([CH:110]([CH3:112])[CH3:111])[C:26]([NH:28][C@@H:29]([CH3:109])[C:30]([NH:32][C:33]3[CH:38]=[CH:37][C:36]([C:39]4[CH2:40][C@@H:41]5[N:47]([CH:48]=4)[C:46](=[O:49])[C:45]4[CH:50]=[C:51]([O:98][CH3:99])[C:52]([O:54][CH2:55][CH2:56][CH2:57][O:58][C:59]6[C:95]([O:96][CH3:97])=[CH:94][C:62]7[C:63](=[O:93])[N:64]8[CH:79]=[C:78]([C:80]9[CH:85]=[CH:84][C:83]([N:86]%10[CH2:91][CH2:90][N:89]([CH3:92])[CH2:88][CH2:87]%10)=[CH:82][CH:81]=9)[CH2:77][C@H:65]8[C:66](=O)[N:67](COCC[Si](C)(C)C)[C:61]=7[CH:60]=6)=[CH:53][C:44]=4[N:43](COCC[Si](C)(C)C)[C:42]5=O)=[CH:35][CH:34]=3)=[O:31])=[O:27])[C:19]3[C:14](=[CH:15][CH:16]=[CH:17][CH:18]=3)[C:13]=2[CH:12]=[CH:11][CH:10]=1. Product: [CH:18]1[C:19]2[CH:20]([O:22][C:23](=[O:114])[N:24]([CH3:113])[C@@H:25]([CH:110]([CH3:111])[CH3:112])[C:26]([NH:28][C@@H:29]([CH3:109])[C:30]([NH:32][C:33]3[CH:34]=[CH:35][C:36]([C:39]4[CH2:40][C@@H:41]5[N:47]([CH:48]=4)[C:46](=[O:49])[C:45]4[CH:50]=[C:51]([O:98][CH3:99])[C:52]([O:54][CH2:55][CH2:56][CH2:57][O:58][C:59]6[C:95]([O:96][CH3:97])=[CH:94][C:62]7[C:63](=[O:93])[N:64]8[CH:79]=[C:78]([C:80]9[CH:81]=[CH:82][C:83]([N:86]%10[CH2:87][CH2:88][N:89]([CH3:92])[CH2:90][CH2:91]%10)=[CH:84][CH:85]=9)[CH2:77][C@H:65]8[CH:66]=[N:67][C:61]=7[CH:60]=6)=[CH:53][C:44]=4[N:43]=[CH:42]5)=[CH:37][CH:38]=3)=[O:31])=[O:27])[C:21]3[C:13](=[CH:12][CH:11]=[CH:10][CH:9]=3)[C:14]=2[CH:15]=[CH:16][CH:17]=1. The catalyst class is: 1. (8) Reactant: [Br:1][C:2]1[CH:7]=[CH:6][N:5]=[C:4](F)[CH:3]=1.[CH3:9][N:10]1[C:14]([NH2:15])=[CH:13][CH:12]=[N:11]1.CC(C)([O-])C.[Na+]. Product: [Br:1][C:2]1[CH:7]=[CH:6][N:5]=[C:4]([NH:15][C:14]2[N:10]([CH3:9])[N:11]=[CH:12][CH:13]=2)[CH:3]=1. The catalyst class is: 16.